This data is from Full USPTO retrosynthesis dataset with 1.9M reactions from patents (1976-2016). The task is: Predict the reactants needed to synthesize the given product. (1) Given the product [NH2:18][C:14]1[CH:15]=[C:16]2[C:11](=[CH:12][CH:13]=1)[N:10]=[C:9]([O:21][C:22]1[CH:27]=[CH:26][C:25]([F:28])=[CH:24][C:23]=1[C:29](=[O:31])[CH3:30])[C:8]([CH2:1][C:2]1[CH:3]=[CH:4][CH:5]=[CH:6][CH:7]=1)=[CH:17]2, predict the reactants needed to synthesize it. The reactants are: [CH2:1]([C:8]1[C:9]([O:21][C:22]2[CH:27]=[CH:26][C:25]([F:28])=[CH:24][C:23]=2[C:29](=[O:31])[CH3:30])=[N:10][C:11]2[C:16]([CH:17]=1)=[CH:15][C:14]([N+:18]([O-])=O)=[CH:13][CH:12]=2)[C:2]1[CH:7]=[CH:6][CH:5]=[CH:4][CH:3]=1. (2) Given the product [F:51][C:48]1[CH:47]=[CH:46][CH:45]=[C:44]2[C:49]=1[CH:50]=[C:42]([C:40]1[N:41]=[C:36]([C:69]3[C:70]([N:72]([CH3:77])[S:73]([CH3:76])(=[O:75])=[O:74])=[CH:71][C:61]4[O:60][C:59]([C:56]5[CH:57]=[CH:58][C:53]([F:52])=[CH:54][CH:55]=5)=[C:63]([C:64]([NH:66][CH3:67])=[O:65])[C:62]=4[CH:68]=3)[CH:37]=[N:38][CH:39]=1)[NH:43]2, predict the reactants needed to synthesize it. The reactants are: CC(C1C=C(C(C)C)C(C2C=CC=CC=2P(C2CCCCC2)C2CCCCC2)=C(C(C)C)C=1)C.Cl[C:36]1[N:41]=[C:40]([C:42]2[NH:43][C:44]3[C:49]([CH:50]=2)=[C:48]([F:51])[CH:47]=[CH:46][CH:45]=3)[CH:39]=[N:38][CH:37]=1.[F:52][C:53]1[CH:58]=[CH:57][C:56]([C:59]2[O:60][C:61]3[CH:71]=[C:70]([N:72]([CH3:77])[S:73]([CH3:76])(=[O:75])=[O:74])[C:69](B4OC(C)(C)C(C)(C)O4)=[CH:68][C:62]=3[C:63]=2[C:64]([NH:66][CH3:67])=[O:65])=[CH:55][CH:54]=1.[O-]P([O-])([O-])=O.[K+].[K+].[K+]. (3) The reactants are: [CH3:1][O:2][C:3]1[CH:8]=[CH:7][C:6]([CH2:9][CH2:10][CH2:11]OS(C)(=O)=O)=[CH:5][CH:4]=1.[N-:17]=[N+:18]=[N-:19].[Na+]. Given the product [CH3:1][O:2][C:3]1[CH:8]=[CH:7][C:6]([CH2:9][CH2:10][CH2:11][N:17]=[N+:18]=[N-:19])=[CH:5][CH:4]=1, predict the reactants needed to synthesize it. (4) Given the product [S:20]1[CH:21]=[CH:22][CH:23]=[C:19]1[C:17]([C:16]1[CH:15]=[N:14][N:13]2[C:8]([C:4]3[CH:3]=[C:2]([NH:1][C:24](=[O:27])[CH:25]=[CH2:26])[CH:7]=[CH:6][CH:5]=3)=[CH:9][CH:10]=[N:11][C:12]=12)=[O:18], predict the reactants needed to synthesize it. The reactants are: [NH2:1][C:2]1[CH:3]=[C:4]([C:8]2[N:13]3[N:14]=[CH:15][C:16]([C:17]([C:19]4[S:20][CH:21]=[CH:22][CH:23]=4)=[O:18])=[C:12]3[N:11]=[CH:10][CH:9]=2)[CH:5]=[CH:6][CH:7]=1.[C:24](Cl)(=[O:27])[CH:25]=[CH2:26]. (5) Given the product [CH3:18][C:14]1[CH:13]=[C:12]([C:10](=[O:11])[CH2:9][C@@H:8]([C:19]2[CH:24]=[CH:23][CH:22]=[CH:21][C:20]=2[CH3:25])[C:5]2[CH:6]=[CH:7][C:2]([C:27]#[C:26][Si:28]([CH3:31])([CH3:30])[CH3:29])=[CH:3][CH:4]=2)[CH:17]=[CH:16][N:15]=1, predict the reactants needed to synthesize it. The reactants are: Br[C:2]1[CH:7]=[CH:6][C:5]([C@H:8]([C:19]2[CH:24]=[CH:23][CH:22]=[CH:21][C:20]=2[CH3:25])[CH2:9][C:10]([C:12]2[CH:17]=[CH:16][N:15]=[C:14]([CH3:18])[CH:13]=2)=[O:11])=[CH:4][CH:3]=1.[C:26]([Si:28]([CH3:31])([CH3:30])[CH3:29])#[CH:27].O.COC(C)(C)C. (6) Given the product [CH3:21][O:22][C:16]([CH:13]1[CH2:12][CH2:11][CH:10]([CH2:9][O:8][CH2:1][C:2]2[CH:3]=[CH:4][CH:5]=[CH:6][CH:7]=2)[CH2:15][CH2:14]1)=[O:17], predict the reactants needed to synthesize it. The reactants are: [CH2:1]([O:8][CH2:9][CH:10]1[CH2:15][CH2:14][CH:13]([CH:16]=[O:17])[CH2:12][CH2:11]1)[C:2]1[CH:7]=[CH:6][CH:5]=[CH:4][CH:3]=1.[O-]Cl.[Na+].[CH3:21][OH:22].